Dataset: Forward reaction prediction with 1.9M reactions from USPTO patents (1976-2016). Task: Predict the product of the given reaction. (1) Given the reactants [O:1]=[C:2]1[N:6]([CH2:7][O:8][CH2:9][CH2:10][Si:11]([CH3:14])([CH3:13])[CH3:12])[C:5]2[CH:15]=[CH:16][C:17]([CH:19]([C:21]3[CH:25]=[CH:24][N:23]([C:26]4[N:31]=[CH:30][C:29]([S:32][CH:33]([CH3:39])[C:34](OCC)=[O:35])=[CH:28][CH:27]=4)[N:22]=3)[CH3:20])=[CH:18][C:4]=2[S:3]1.[H-].C([Al+]CC(C)C)C(C)C, predict the reaction product. The product is: [OH:35][CH2:34][CH:33]([S:32][C:29]1[CH:28]=[CH:27][C:26]([N:23]2[CH:24]=[CH:25][C:21]([CH:19]([C:17]3[CH:16]=[CH:15][C:5]4[N:6]([CH2:7][O:8][CH2:9][CH2:10][Si:11]([CH3:12])([CH3:14])[CH3:13])[C:2](=[O:1])[S:3][C:4]=4[CH:18]=3)[CH3:20])=[N:22]2)=[N:31][CH:30]=1)[CH3:39]. (2) Given the reactants [Cl:1][C:2]1[CH:7]=[CH:6][C:5]([CH2:8][C:9]([OH:11])=[O:10])=[CH:4][CH:3]=1.Cl[C:13]1C=CC=CC=1C(C)C(O)=O, predict the reaction product. The product is: [Cl:1][C:2]1[CH:3]=[CH:4][C:5]([CH:8]([CH3:13])[C:9]([OH:11])=[O:10])=[CH:6][CH:7]=1. (3) Given the reactants Br[CH2:2][CH2:3][OH:4].C(=O)([O-])[O-].[K+].[K+].[CH3:11][C:12]1([CH3:34])[CH2:21][C:20]2[C:15](=[C:16]3[CH2:25][C:24]([CH3:27])([CH3:26])[O:23][C:17]3=[C:18]([OH:22])[CH:19]=2)[C:14]([C:28]2[CH:33]=[CH:32][CH:31]=[CH:30][CH:29]=2)=[N:13]1.O, predict the reaction product. The product is: [CH3:11][C:12]1([CH3:34])[CH2:21][C:20]2[C:15](=[C:16]3[CH2:25][C:24]([CH3:26])([CH3:27])[O:23][C:17]3=[C:18]([O:22][CH2:2][CH2:3][OH:4])[CH:19]=2)[C:14]([C:28]2[CH:29]=[CH:30][CH:31]=[CH:32][CH:33]=2)=[N:13]1. (4) Given the reactants C[O-].[Na+:3].CCO.CN1[CH:15]=[CH:14][C:12](=[O:13])N(C)C1=O.[C:17]([CH2:19][C:20]([NH:22][C:23]1[CH:28]=[CH:27][CH:26]=[CH:25][CH:24]=1)=[S:21])#[N:18], predict the reaction product. The product is: [C:17]([C:19]1[CH:15]=[CH:14][C:12](=[O:13])[N:22]([C:23]2[CH:28]=[CH:27][CH:26]=[CH:25][CH:24]=2)[C:20]=1[S-:21])#[N:18].[Na+:3]. (5) Given the reactants [NH2:1][C@H:2]([C:4]1[N:9]([C:10]2[CH:15]=[CH:14][CH:13]=[CH:12][CH:11]=2)[C:8](=[O:16])[C:7]2=[C:17]([CH3:20])[CH:18]=[CH:19][N:6]2[N:5]=1)[CH3:3].Cl[C:22]1[C:23]2[C:30]([C:31]([O:33][CH2:34][C:35]3[CH:40]=[CH:39][CH:38]=[CH:37][CH:36]=3)=[O:32])=[CH:29][NH:28][C:24]=2[N:25]=[CH:26][N:27]=1.CCN(C(C)C)C(C)C, predict the reaction product. The product is: [CH3:20][C:17]1[CH:18]=[CH:19][N:6]2[C:7]=1[C:8](=[O:16])[N:9]([C:10]1[CH:15]=[CH:14][CH:13]=[CH:12][CH:11]=1)[C:4]([C@@H:2]([NH:1][C:22]1[C:23]3[C:30]([C:31]([O:33][CH2:34][C:35]4[CH:40]=[CH:39][CH:38]=[CH:37][CH:36]=4)=[O:32])=[CH:29][NH:28][C:24]=3[N:25]=[CH:26][N:27]=1)[CH3:3])=[N:5]2.